Dataset: Forward reaction prediction with 1.9M reactions from USPTO patents (1976-2016). Task: Predict the product of the given reaction. (1) Given the reactants [O:1]1[CH2:5][CH2:4][O:3][CH:2]1[C:6]1[CH:18]=[C:9]2[C:10]([CH2:16]O)=[CH:11][CH:12]=[C:13]([O:14][CH3:15])[N:8]2[N:7]=1.S(Cl)(Cl)=O.C(=O)([O-])O.[Na+].[Cl:28][C:29]1[CH:30]=[N:31][CH:32]=[C:33]([Cl:36])[C:34]=1[CH3:35].C[Si](C)(C)[N-][Si](C)(C)C.[Na+].[Cl-].[NH4+], predict the reaction product. The product is: [Cl:28][C:29]1[CH:30]=[N:31][CH:32]=[C:33]([Cl:36])[C:34]=1[CH2:35][CH2:16][C:10]1[C:9]2[N:8]([N:7]=[C:6]([CH:2]3[O:3][CH2:4][CH2:5][O:1]3)[CH:18]=2)[C:13]([O:14][CH3:15])=[CH:12][CH:11]=1. (2) Given the reactants [CH3:1][N:2]1[CH:7]=[C:6]([C:8](OCC)=[O:9])[C:5](=[O:13])[C:4]2[CH:14]=[C:15]([CH2:17][N:18]3[CH2:23][CH2:22][O:21][CH2:20][CH2:19]3)[S:16][C:3]1=2.[F:24][C:25]1[CH:32]=[CH:31][C:28]([CH2:29][NH2:30])=[CH:27][CH:26]=1, predict the reaction product. The product is: [F:24][C:25]1[CH:32]=[CH:31][C:28]([CH2:29][NH:30][C:8]([C:6]2[C:5](=[O:13])[C:4]3[CH:14]=[C:15]([CH2:17][N:18]4[CH2:19][CH2:20][O:21][CH2:22][CH2:23]4)[S:16][C:3]=3[N:2]([CH3:1])[CH:7]=2)=[O:9])=[CH:27][CH:26]=1. (3) Given the reactants Cl[C:2]1[N:7]=[C:6]([NH:8][C@@H:9]2[CH2:14][CH2:13][CH2:12][CH2:11][C@H:10]2[NH:15][S:16]([CH3:19])(=[O:18])=[O:17])[C:5]([Cl:20])=[CH:4][N:3]=1.[NH2:21][C:22]1[C:35]([O:36][CH3:37])=[CH:34][C:25]2[CH2:26][CH2:27][N:28]([CH2:31][CH2:32][OH:33])[CH2:29][CH2:30][C:24]=2[CH:23]=1, predict the reaction product. The product is: [Cl:20][C:5]1[C:6]([NH:8][C@@H:9]2[CH2:14][CH2:13][CH2:12][CH2:11][C@H:10]2[NH:15][S:16]([CH3:19])(=[O:18])=[O:17])=[N:7][C:2]([NH:21][C:22]2[C:35]([O:36][CH3:37])=[CH:34][C:25]3[CH2:26][CH2:27][N:28]([CH2:31][CH2:32][OH:33])[CH2:29][CH2:30][C:24]=3[CH:23]=2)=[N:3][CH:4]=1. (4) Given the reactants [NH2:1][C:2]1[CH:3]=[C:4]([C@:8]2([CH2:19][F:20])[CH2:13][C@@H:12]([C:14]([F:17])([F:16])[F:15])[O:11][C:10]([NH2:18])=[N:9]2)[CH:5]=[CH:6][CH:7]=1.[Cl:21][C:22]1[CH:23]=[CH:24][C:25]([C:28](O)=[O:29])=[N:26][CH:27]=1.[Cl-].COC1N=C(OC)N=C([N+]2(C)CCOCC2)N=1, predict the reaction product. The product is: [NH2:18][C:10]1[O:11][C@H:12]([C:14]([F:17])([F:15])[F:16])[CH2:13][C@:8]([C:4]2[CH:3]=[C:2]([NH:1][C:28](=[O:29])[C:25]3[CH:24]=[CH:23][C:22]([Cl:21])=[CH:27][N:26]=3)[CH:7]=[CH:6][CH:5]=2)([CH2:19][F:20])[N:9]=1. (5) Given the reactants [O:1]([C:8]1[CH:13]=[CH:12][C:11]([NH:14][C:15](=[O:35])[NH:16][C@@H:17]([CH2:28][C:29]2[CH:34]=[CH:33][CH:32]=[CH:31][CH:30]=2)[C:18]([NH:20][CH2:21][CH2:22][N:23]2[CH2:27][CH2:26][CH2:25][CH2:24]2)=O)=[CH:10][CH:9]=1)[C:2]1[CH:7]=[CH:6][CH:5]=[CH:4][CH:3]=1.ClC1C=CC(OC2C=CC(NC(=S)N[C@@H](CC3C=CC=CC=3)C(NCCN3CCCC3)=O)=CC=2)=CC=1.Cl.O1CCOCC1.O(C1C=CC(N=C=O)=CC=1)C1C=CC=CC=1, predict the reaction product. The product is: [CH2:28]([C@H:17]([NH:16][C:15]([NH:14][C:11]1[CH:10]=[CH:9][C:8]([O:1][C:2]2[CH:7]=[CH:6][CH:5]=[CH:4][CH:3]=2)=[CH:13][CH:12]=1)=[O:35])[CH2:18][NH:20][CH2:21][CH2:22][N:23]1[CH2:24][CH2:25][CH2:26][CH2:27]1)[C:29]1[CH:34]=[CH:33][CH:32]=[CH:31][CH:30]=1.